This data is from Retrosynthesis with 50K atom-mapped reactions and 10 reaction types from USPTO. The task is: Predict the reactants needed to synthesize the given product. (1) Given the product COc1cc(C(=O)OCc2ccccc2)ccc1Nc1ncc(C(F)(F)F)c(Cl)n1, predict the reactants needed to synthesize it. The reactants are: COc1cc(C(=O)OCc2ccccc2)ccc1N.FC(F)(F)c1cnc(Cl)nc1Cl. (2) Given the product CC(C)(C)OC(=O)N1CCC(C#N)(COS(C)(=O)=O)CC1, predict the reactants needed to synthesize it. The reactants are: CC(C)(C)OC(=O)N1CCC(C#N)(CO)CC1.CS(=O)(=O)Cl. (3) Given the product O=C(NCc1ccccc1)NNC(=O)c1ccc(Cl)cc1, predict the reactants needed to synthesize it. The reactants are: NNC(=O)c1ccc(Cl)cc1.O=C=NCc1ccccc1. (4) Given the product COc1ccc(-c2nnc(-c3ccc(N)c(N)c3)o2)cc1, predict the reactants needed to synthesize it. The reactants are: COc1ccc(-c2nnc(-c3ccc(N)c([N+](=O)[O-])c3)o2)cc1. (5) Given the product COc1cc(Cn2cnc3c(Cl)nc(NC(C)=O)nc32)c(Br)c(OC)c1OC, predict the reactants needed to synthesize it. The reactants are: CC(=O)OC(C)=O.COc1cc(Cn2cnc3c(Cl)nc(N)nc32)c(Br)c(OC)c1OC. (6) Given the product CN(C)C(=O)c1cc(Br)ccc1NC(=O)N1CCOCC1, predict the reactants needed to synthesize it. The reactants are: CN(C)C(=O)c1cc(Br)ccc1N.O=C(Cl)N1CCOCC1. (7) Given the product CC(C)(C)c1cc(C=C2Sc3ccccc3N(CC(N)=O)C2=O)cc(C(C)(C)C)c1O, predict the reactants needed to synthesize it. The reactants are: CCOC(=O)CN1C(=O)C(=Cc2cc(C(C)(C)C)c(O)c(C(C)(C)C)c2)Sc2ccccc21.N.